This data is from Full USPTO retrosynthesis dataset with 1.9M reactions from patents (1976-2016). The task is: Predict the reactants needed to synthesize the given product. (1) Given the product [C:24]([NH:28][CH:11]1[C:19]2[C:14](=[CH:15][CH:16]=[C:17]([C:20]([O:22][CH3:23])=[O:21])[CH:18]=2)[CH2:13][CH2:12]1)([CH3:27])([CH3:26])[CH3:25], predict the reactants needed to synthesize it. The reactants are: CS(OS(C)(=O)=O)(=O)=O.O[CH:11]1[C:19]2[C:14](=[CH:15][CH:16]=[C:17]([C:20]([O:22][CH3:23])=[O:21])[CH:18]=2)[CH2:13][CH2:12]1.[C:24]([NH2:28])([CH3:27])([CH3:26])[CH3:25]. (2) Given the product [CH3:1][O:2][C:3]([C:5]1[CH:9]=[C:8]([C:16]2[N:12]([CH3:11])[N:13]=[CH:14][CH:15]=2)[S:7][CH:6]=1)=[O:4], predict the reactants needed to synthesize it. The reactants are: [CH3:1][O:2][C:3]([C:5]1[CH:9]=[C:8](Br)[S:7][CH:6]=1)=[O:4].[CH3:11][N:12]1[C:16](B2OC(C)(C)C(C)(C)O2)=[CH:15][CH:14]=[N:13]1.C(=O)([O-])[O-].[Cs+].[Cs+].O. (3) The reactants are: [NH2:1][C:2]1[CH:3]=[C:4]2[C:8](=[CH:9][CH:10]=1)[NH:7][N:6]=[C:5]2[NH:11][C:12](=[O:19])[C:13]1[CH:18]=[CH:17][CH:16]=[CH:15][CH:14]=1.[F:20][C:21]1[CH:22]=[C:23]([S:27](Cl)(=[O:29])=[O:28])[CH:24]=[CH:25][CH:26]=1. Given the product [F:20][C:21]1[CH:22]=[C:23]([S:27]([NH:1][C:2]2[CH:3]=[C:4]3[C:8](=[CH:9][CH:10]=2)[NH:7][N:6]=[C:5]3[NH:11][C:12](=[O:19])[C:13]2[CH:18]=[CH:17][CH:16]=[CH:15][CH:14]=2)(=[O:29])=[O:28])[CH:24]=[CH:25][CH:26]=1, predict the reactants needed to synthesize it. (4) Given the product [F:14][C:2]([F:1])([F:13])[S:3][C:4]1[CH:5]=[CH:6][C:7]([C:23]2([C:22]([OH:25])=[O:19])[CH2:17][CH2:16]2)=[CH:8][CH:9]=1, predict the reactants needed to synthesize it. The reactants are: [F:1][C:2]([F:14])([F:13])[S:3][C:4]1[CH:9]=[CH:8][C:7](CC#N)=[CH:6][CH:5]=1.Br[CH2:16][CH2:17]Cl.[OH-:19].[Na+].O.[CH2:22]([OH:25])[CH2:23]O. (5) Given the product [Br:1][C:2]1[CH:7]=[CH:6][C:5]([O:8][CH3:9])=[C:4]([NH2:10])[C:3]=1[NH2:13], predict the reactants needed to synthesize it. The reactants are: [Br:1][C:2]1[CH:7]=[CH:6][C:5]([O:8][CH3:9])=[C:4]([N+:10]([O-])=O)[C:3]=1[N+:13]([O-])=O. (6) Given the product [C:16]([O:9][CH2:8][CH2:7][C:1]1[CH:6]=[CH:5][CH:4]=[CH:3][CH:2]=1)(=[O:19])[CH:17]=[CH2:18], predict the reactants needed to synthesize it. The reactants are: [C:1]1([CH2:7][CH2:8][OH:9])[CH:6]=[CH:5][CH:4]=[CH:3][CH:2]=1.N1C=CC=CC=1.[C:16](Cl)(=[O:19])[CH:17]=[CH2:18].CO. (7) The reactants are: [O:1]1[C:10]2[C:5](=[CH:6][CH:7]=[CH:8][CH:9]=2)[CH2:4]CC1.[CH:11]1[CH:16]=[C:15]([CH:17]=O)[C:14](O)=[CH:13][CH:12]=1. Given the product [CH2:6]1[CH2:4][CH2:5][CH:10]2[O:1][CH:9]2[CH2:8][CH2:7]1.[CH:15]1[CH2:17][CH2:14][CH2:13][CH:12]=[CH:11][CH:16]=1, predict the reactants needed to synthesize it. (8) Given the product [N:63]1([CH2:62][CH2:61][NH:60][C:57]([CH:47]2[CH:48]([C:51]3[CH:52]=[CH:53][CH:54]=[CH:55][CH:56]=3)[CH2:49][CH2:50][N:46]2[C:44]([C:27]2[N:28]=[C:29]3[C:34]([C:35]([F:38])([F:36])[F:37])=[CH:33][C:32]([C:39]4[CH:43]=[CH:42][O:41][CH:40]=4)=[CH:31][N:30]3[C:26]=2[Cl:25])=[O:45])=[O:58])[CH2:68][CH2:67][O:66][CH2:65][CH2:64]1, predict the reactants needed to synthesize it. The reactants are: CN(C(ON1N=NC2C=CC=NC1=2)=[N+](C)C)C.F[P-](F)(F)(F)(F)F.[Cl:25][C:26]1[N:30]2[CH:31]=[C:32]([C:39]3[CH:43]=[CH:42][O:41][CH:40]=3)[CH:33]=[C:34]([C:35]([F:38])([F:37])[F:36])[C:29]2=[N:28][C:27]=1[C:44]([N:46]1[CH2:50][CH2:49][CH:48]([C:51]2[CH:56]=[CH:55][CH:54]=[CH:53][CH:52]=2)[CH:47]1[C:57](O)=[O:58])=[O:45].[NH2:60][CH2:61][CH2:62][N:63]1[CH2:68][CH2:67][O:66][CH2:65][CH2:64]1. (9) Given the product [NH2:27][C:22]([CH2:21][CH2:20][C:17]1[CH:18]=[CH:19][C:14]([O:13][C:12]2[CH:31]=[CH:32][C:9]([C:7]3[N:8]=[C:4]([CH:1]([CH3:3])[CH3:2])[O:5][CH:6]=3)=[CH:10][CH:11]=2)=[CH:15][CH:16]=1)([CH2:25][OH:26])[CH2:23][OH:24], predict the reactants needed to synthesize it. The reactants are: [CH:1]([C:4]1[O:5][CH:6]=[C:7]([C:9]2[CH:32]=[CH:31][C:12]([O:13][C:14]3[CH:19]=[CH:18][C:17]([CH2:20][CH2:21][C:22]([NH:27]C(=O)C)([CH2:25][OH:26])[CH2:23][OH:24])=[CH:16][CH:15]=3)=[CH:11][CH:10]=2)[N:8]=1)([CH3:3])[CH3:2].[OH-].[Na+].